From a dataset of Kir2.1 potassium channel HTS with 301,493 compounds. Binary Classification. Given a drug SMILES string, predict its activity (active/inactive) in a high-throughput screening assay against a specified biological target. (1) The molecule is Fc1ccc(C2N(C(=O)CCC2C(O)=O)c2ccc(OC)cc2)cc1. The result is 0 (inactive). (2) The drug is Brc1cc(N2NC(=O)C(=C/c3ccc(N4CCOCC4)cc3)/C2=O)ccc1. The result is 0 (inactive). (3) The drug is Brc1c(OCCCC(O)=O)ccc(CC)c1. The result is 0 (inactive). (4) The drug is S(=O)(=O)(NCCn1c2c(cc1)cccc2)c1ccccc1. The result is 0 (inactive).